From a dataset of Reaction yield outcomes from USPTO patents with 853,638 reactions. Predict the reaction yield, written as a fraction of the theoretical maximum amount of product (1.0 means a 100% yield; for example, 0.34 means a 34% yield). (1) The reactants are C(NC(C)C)(C)C.[Li]CCCC.[Br:13][C:14]1[CH:19]=[C:18]([Cl:20])[CH:17]=[CH:16][N:15]=1.[I:21]I. The catalyst is C1COCC1.C(OCC)(=O)C. The product is [Br:13][C:14]1[C:19]([I:21])=[C:18]([Cl:20])[CH:17]=[CH:16][N:15]=1. The yield is 0.380. (2) The yield is 0.170. The reactants are C([O:3][C:4](=O)[CH:5]([C:11]1[CH:16]=[CH:15][C:14]([NH2:17])=[CH:13][CH:12]=1)[C:6](OCC)=[O:7])C.[H-].[Al+3].[Li+].[H-].[H-].[H-]. The catalyst is CCOCC. The product is [NH2:17][C:14]1[CH:13]=[CH:12][C:11]([CH:5]([CH2:6][OH:7])[CH2:4][OH:3])=[CH:16][CH:15]=1. (3) The reactants are [Br:1][C:2]1[C:7](Br)=[CH:6][C:5]([Cl:9])=[CH:4][N:3]=1.[Cl-].[Li+].C([Mg]Cl)(C)C.CN([CH:20]=[O:21])C. The catalyst is C1COCC1. The product is [Br:1][C:2]1[C:7]([CH2:20][OH:21])=[CH:6][C:5]([Cl:9])=[CH:4][N:3]=1. The yield is 0.930. (4) The reactants are [CH:1](=O)[C:2]1[C:3]([O:8][CH3:9])=[CH:4][CH:5]=[CH:6][CH:7]=1.[N+:11]([C:14]1[C:15]([NH2:21])=[C:16]([NH2:20])[CH:17]=[CH:18][CH:19]=1)([O-:13])=[O:12]. The catalyst is C(O)C. The product is [CH3:9][O:8][C:3]1[CH:4]=[CH:5][CH:6]=[CH:7][C:2]=1[C:1]1[NH:20][C:16]2[CH:17]=[CH:18][CH:19]=[C:14]([N+:11]([O-:13])=[O:12])[C:15]=2[N:21]=1. The yield is 0.353. (5) The reactants are [Cl:1][C:2]1[C:7]([NH2:8])=[CH:6][CH:5]=[CH:4][N:3]=1.[CH3:9][S:10](Cl)(=[O:12])=[O:11].C(N(CC)CC)C. The catalyst is ClCCl.O. The product is [Cl:1][C:2]1[C:7]([NH:8][S:10]([CH3:9])(=[O:12])=[O:11])=[CH:6][CH:5]=[CH:4][N:3]=1. The yield is 0.930.